Dataset: Catalyst prediction with 721,799 reactions and 888 catalyst types from USPTO. Task: Predict which catalyst facilitates the given reaction. (1) Reactant: FC(F)(F)[C:3]1([C:7]([OH:9])=O)[CH2:6][CH2:5][CH2:4]1.O=S(Cl)Cl.[Cl:16][C:17]1[CH:18]=[CH:19][C:20]([C@:23]([C:32]2[CH:37]=[C:36]([O:38][C:39]([F:44])([F:43])[CH:40]([F:42])[F:41])[CH:35]=[C:34]([F:45])[CH:33]=2)([NH2:31])[CH2:24][C:25]2[CH:30]=[CH:29][CH:28]=[CH:27][CH:26]=2)=[N:21][CH:22]=1. Product: [Cl:16][C:17]1[CH:18]=[CH:19][C:20]([C:23]([NH:31][C:7]([CH:3]2[CH2:4][CH2:5][CH2:6]2)=[O:9])([C:32]2[CH:37]=[C:36]([O:38][C:39]([F:43])([F:44])[CH:40]([F:42])[F:41])[CH:35]=[C:34]([F:45])[CH:33]=2)[CH2:24][C:25]2[CH:30]=[CH:29][CH:28]=[CH:27][CH:26]=2)=[N:21][CH:22]=1. The catalyst class is: 26. (2) Reactant: [C:1]([O:5][C:6]([NH:8][CH2:9][CH2:10][CH2:11][C@@H:12]([NH:16][C:17]([O:19][CH2:20][CH:21]1[C:33]2[CH:32]=[CH:31][CH:30]=[CH:29][C:28]=2[C:27]2[C:22]1=[CH:23][CH:24]=[CH:25][CH:26]=2)=[O:18])[C:13]([OH:15])=[O:14])=[O:7])([CH3:4])([CH3:3])[CH3:2].[CH:34]1C=CC2N(O)N=NC=2[CH:39]=1.CCN=C=NCCCN(C)C.Cl. Product: [CH2:34]([O:14][C:13](=[O:15])[C@H:12]([NH:16][C:17]([O:19][CH2:20][CH:21]1[C:33]2[CH:32]=[CH:31][CH:30]=[CH:29][C:28]=2[C:27]2[C:22]1=[CH:23][CH:24]=[CH:25][CH:26]=2)=[O:18])[CH2:11][CH2:10][CH2:9][NH:8][C:6]([O:5][C:1]([CH3:4])([CH3:2])[CH3:3])=[O:7])[CH3:39]. The catalyst class is: 8.